From a dataset of Reaction yield outcomes from USPTO patents with 853,638 reactions. Predict the reaction yield, written as a fraction of the theoretical maximum amount of product (1.0 means a 100% yield; for example, 0.34 means a 34% yield). (1) The yield is 0.910. The catalyst is CCO. The product is [C:11]1([N:17]2[C:5]([NH2:6])=[CH:4][C:3]([C:2]([F:9])([F:8])[F:1])=[N:18]2)[CH:16]=[CH:15][CH:14]=[CH:13][CH:12]=1. The reactants are [F:1][C:2]([F:9])([F:8])[C:3](=O)[CH2:4][C:5]#[N:6].Cl.[C:11]1([NH:17][NH2:18])[CH:16]=[CH:15][CH:14]=[CH:13][CH:12]=1.O.C([O-])(O)=O.[Na+]. (2) The reactants are [CH3:1][Si:2]([C:5]#[C:6][C:7]1[CH:13]=[CH:12][C:10](N)=[CH:9][CH:8]=1)([CH3:4])[CH3:3].N([O-])=O.[Na+].[I-:18].[K+]. The catalyst is Cl. The product is [CH3:1][Si:2]([C:5]#[C:6][C:7]1[CH:13]=[CH:12][C:10]([I:18])=[CH:9][CH:8]=1)([CH3:4])[CH3:3]. The yield is 0.920. (3) The reactants are [NH:1]1[C:10]2[C:5](=[CH:6][CH:7]=[CH:8][CH:9]=2)[C:4](=[O:11])[CH2:3][CH2:2]1.[C:12](=O)([O-])[O-].[K+].[K+].IC. The catalyst is CC(C)=O.C(OCC)(=O)C. The product is [CH3:12][N:1]1[C:10]2[C:5](=[CH:6][CH:7]=[CH:8][CH:9]=2)[C:4](=[O:11])[CH2:3][CH2:2]1. The yield is 0.610.